From a dataset of Catalyst prediction with 721,799 reactions and 888 catalyst types from USPTO. Predict which catalyst facilitates the given reaction. (1) Reactant: [F:1][C:2]([F:17])([F:16])[C:3]1[C:11]2[CH2:10][CH2:9][CH2:8][CH2:7][C:6]=2[N:5]([CH2:12][C:13]([OH:15])=O)[N:4]=1.CN(C=O)C.O[N:24]=[C:25]([C:27]1[CH:28]=[N:29][N:30]2[C:35]([C:36](F)(F)F)=[CH:34][C:33]([C:40](F)(F)F)=[N:32][C:31]=12)[NH2:26].Cl.C(N=C=NCCCN(C)C)C.O.ON1C2C=CC=CC=2N=N1. Product: [CH3:40][C:33]1[CH:34]=[C:35]([CH3:36])[N:30]2[N:29]=[CH:28][C:27]([C:25]3[N:24]=[C:13]([CH2:12][N:5]4[C:6]5[CH2:7][CH2:8][CH2:9][CH2:10][C:11]=5[C:3]([C:2]([F:1])([F:17])[F:16])=[N:4]4)[O:15][N:26]=3)=[C:31]2[N:32]=1. The catalyst class is: 13. (2) Reactant: [CH2:1]([C:3]1[C:8](=[O:9])[N:7]2[N:10]=[CH:11][C:12](/[CH:13]=[N:14]/[OH:15])=[C:6]2[NH:5][C:4]=1[CH3:16])[CH3:2].[Cl:17]C(Cl)C.ClN1C(=O)CCC1=O.CN(C=O)C. Product: [CH2:1]([C:3]1[C:8](=[O:9])[N:7]2[N:10]=[CH:11][C:12](/[C:13](/[Cl:17])=[N:14]/[OH:15])=[C:6]2[NH:5][C:4]=1[CH3:16])[CH3:2]. The catalyst class is: 6. (3) Reactant: [CH3:1][C:2]1[C:19]([CH3:20])=[CH:18][C:5]2[NH:6][C:7]([C:9]3[C:13]([C:14]([OH:16])=O)=[C:12]([CH3:17])[NH:11][N:10]=3)=[N:8][C:4]=2[CH:3]=1.C(Cl)CCl.[CH:25]1[CH:26]=C[C:28]2[N:33](O)N=[N:31][C:29]=2[CH:30]=1.C(OC(N1CCCC(N)C1)=O)C1C=CC=CC=1. The catalyst class is: 39. Product: [NH:33]1[CH2:26][CH2:25][CH2:30][CH:29]([NH:31][C:14]([C:13]2[C:9]([C:7]3[NH:6][C:5]4[CH:18]=[C:19]([CH3:20])[C:2]([CH3:1])=[CH:3][C:4]=4[N:8]=3)=[N:10][NH:11][C:12]=2[CH3:17])=[O:16])[CH2:28]1. (4) Product: [Cl:13][C:14]1[C:19]([F:20])=[C:18]([Cl:21])[CH:17]=[CH:16][C:15]=1[C:22]([N:24]1[CH2:29][CH2:28][N:27]2[C:36]([C:33]3[CH:34]=[N:35][S:31][N:32]=3)=[N:38][N:39]=[C:26]2[CH2:25]1)=[O:23]. The catalyst class is: 96. Reactant: F[B-](F)(F)F.C([O+](CC)CC)C.[Cl:13][C:14]1[C:19]([F:20])=[C:18]([Cl:21])[CH:17]=[CH:16][C:15]=1[C:22]([N:24]1[CH2:29][CH2:28][NH:27][C:26](=O)[CH2:25]1)=[O:23].[S:31]1[N:35]=[CH:34][C:33]([C:36]([NH:38][NH2:39])=O)=[N:32]1.